From a dataset of Reaction yield outcomes from USPTO patents with 853,638 reactions. Predict the reaction yield, written as a fraction of the theoretical maximum amount of product (1.0 means a 100% yield; for example, 0.34 means a 34% yield). The reactants are [C:1]1([N:7]2[C:12](=[O:13])[C:11](Cl)=[C:10]([O:15][CH3:16])[CH:9]=[N:8]2)[CH:6]=[CH:5][CH:4]=[CH:3][CH:2]=1.[F:17][C:18]1[CH:23]=[CH:22][C:21](B(O)O)=[CH:20][CH:19]=1. No catalyst specified. The product is [C:1]1([N:7]2[C:12](=[O:13])[C:11]([C:21]3[CH:22]=[CH:23][C:18]([F:17])=[CH:19][CH:20]=3)=[C:10]([O:15][CH3:16])[CH:9]=[N:8]2)[CH:6]=[CH:5][CH:4]=[CH:3][CH:2]=1. The yield is 0.960.